Dataset: HIV replication inhibition screening data with 41,000+ compounds from the AIDS Antiviral Screen. Task: Binary Classification. Given a drug SMILES string, predict its activity (active/inactive) in a high-throughput screening assay against a specified biological target. (1) The molecule is COC(=O)C(Cl)=C1CC1COCc1ccccc1. The result is 0 (inactive). (2) The drug is CC#CC(O)(C(=O)OCCCN(C)C)C1CCCCC1. The result is 0 (inactive). (3) The molecule is [N-]=[N+]=NC1(Cc2ccccc2)C(=O)c2cccc3c2N(CCC3)C1=O. The result is 0 (inactive). (4) The result is 0 (inactive). The drug is CC(=O)Nc1ccc(S(=O)(=O)NN=C2CCCC2)cc1.